This data is from Acute oral toxicity (LD50) regression data from Zhu et al.. The task is: Regression/Classification. Given a drug SMILES string, predict its toxicity properties. Task type varies by dataset: regression for continuous values (e.g., LD50, hERG inhibition percentage) or binary classification for toxic/non-toxic outcomes (e.g., AMES mutagenicity, cardiotoxicity, hepatotoxicity). Dataset: ld50_zhu. (1) The compound is ClCC1OC1CCl. The rat oral LD50 is 2.30, given as -log10 of the dose in mol/kg body weight (higher means more acutely toxic). (2) The drug is CCC(=O)OCc1ccccc1. The rat oral LD50 is 1.70, given as -log10 of the dose in mol/kg body weight (higher means more acutely toxic). (3) The compound is CCO[Si](C)(CCCCN)OCC. The rat oral LD50 is 1.50, given as -log10 of the dose in mol/kg body weight (higher means more acutely toxic). (4) The molecule is CC(C)(C)c1ccc(O)c(O)c1. The rat oral LD50 is 1.77, given as -log10 of the dose in mol/kg body weight (higher means more acutely toxic). (5) The compound is O=C(O)c1cc(Cl)ccc1O. The rat oral LD50 is 2.84, given as -log10 of the dose in mol/kg body weight (higher means more acutely toxic).